From a dataset of Peptide-MHC class II binding affinity with 134,281 pairs from IEDB. Regression. Given a peptide amino acid sequence and an MHC pseudo amino acid sequence, predict their binding affinity value. This is MHC class II binding data. (1) The peptide sequence is GPIVHDAIHRSAARS. The MHC is DRB1_0404 with pseudo-sequence DRB1_0404. The binding affinity (normalized) is 0.622. (2) The peptide sequence is VQTAVDFGNSYIAEM. The MHC is HLA-DQA10201-DQB10303 with pseudo-sequence HLA-DQA10201-DQB10303. The binding affinity (normalized) is 0.459. (3) The peptide sequence is AFCTPGWEIHPARLV. The MHC is DRB1_0101 with pseudo-sequence DRB1_0101. The binding affinity (normalized) is 0.435. (4) The peptide sequence is NKKCDKKCIEWE. The MHC is DRB1_0101 with pseudo-sequence DRB1_0101. The binding affinity (normalized) is 0. (5) The peptide sequence is VPRAPIVVRPVPTRL. The MHC is H-2-IAd with pseudo-sequence H-2-IAd. The binding affinity (normalized) is 0.168.